This data is from Full USPTO retrosynthesis dataset with 1.9M reactions from patents (1976-2016). The task is: Predict the reactants needed to synthesize the given product. (1) Given the product [Cl:1][C:2]1[CH:3]=[C:4]([CH:18]=[C:19]([Cl:22])[C:20]=1[O:21][CH2:24][CH:25]1[CH2:27][CH2:26]1)[C:5]([NH:7][C:8]1[CH:9]=[CH:10][C:11]([C:12]([O:14][CH3:15])=[O:13])=[CH:16][CH:17]=1)=[O:6], predict the reactants needed to synthesize it. The reactants are: [Cl:1][C:2]1[CH:3]=[C:4]([CH:18]=[C:19]([Cl:22])[C:20]=1[OH:21])[C:5]([NH:7][C:8]1[CH:17]=[CH:16][C:11]([C:12]([O:14][CH3:15])=[O:13])=[CH:10][CH:9]=1)=[O:6].Br[CH2:24][CH:25]1[CH2:27][CH2:26]1. (2) Given the product [CH2:1]([O:5][C:6]([C:8]1[N:9]=[CH:10][C:11]2[C:16]([C:17]=1[OH:18])=[CH:15][CH:14]=[C:13]([O:19][C:20]1[CH:25]=[CH:24][CH:23]=[CH:22][CH:21]=1)[CH:12]=2)=[O:7])[CH2:2][CH2:3][CH3:4], predict the reactants needed to synthesize it. The reactants are: [CH2:1]([O:5][C:6]([C:8]1[N:9]=[C:10](Br)[C:11]2[C:16]([C:17]=1[OH:18])=[CH:15][CH:14]=[C:13]([O:19][C:20]1[CH:25]=[CH:24][CH:23]=[CH:22][CH:21]=1)[CH:12]=2)=[O:7])[CH2:2][CH2:3][CH3:4].C([O-])(=O)C.[Na+].CO. (3) The reactants are: [OH:1][C:2]1[CH:11]=[C:10]2[C:5]([CH:6]=[C:7]([S:16](Cl)(=[O:18])=[O:17])[CH:8]=[C:9]2[S:12](Cl)(=[O:14])=[O:13])=[CH:4][CH:3]=1.[Br:20][C:21]1[C:22]([CH3:28])=[C:23]([CH:25]=[CH:26][CH:27]=1)[NH2:24]. Given the product [Br:20][C:21]1[C:22]([CH3:28])=[C:23]([NH:24][S:12]([C:9]2[C:10]3[C:5](=[CH:4][CH:3]=[C:2]([OH:1])[CH:11]=3)[CH:6]=[C:7]([S:16]([NH:24][C:23]3[CH:25]=[CH:26][CH:27]=[C:21]([Br:20])[C:22]=3[CH3:28])(=[O:18])=[O:17])[CH:8]=2)(=[O:14])=[O:13])[CH:25]=[CH:26][CH:27]=1, predict the reactants needed to synthesize it. (4) Given the product [CH:16]1([CH2:19][N:20]([CH2:21][CH2:22][CH3:23])[C:2]2[C:11]([CH:12]=[O:13])=[CH:10][C:9]3[C:4](=[CH:5][CH:6]=[C:7]([O:14][CH3:15])[CH:8]=3)[N:3]=2)[CH2:18][CH2:17]1, predict the reactants needed to synthesize it. The reactants are: Cl[C:2]1[C:11]([CH:12]=[O:13])=[CH:10][C:9]2[C:4](=[CH:5][CH:6]=[C:7]([O:14][CH3:15])[CH:8]=2)[N:3]=1.[CH:16]1([CH2:19][NH:20][CH2:21][CH2:22][CH3:23])[CH2:18][CH2:17]1.C(=O)([O-])[O-].[K+].[K+].O. (5) Given the product [NH2:8][C:6]1[CH:5]=[CH:4][C:3]([CH2:11][CH2:12][CH2:13][C:14]#[N:15])=[C:2]([F:1])[CH:7]=1, predict the reactants needed to synthesize it. The reactants are: [F:1][C:2]1[CH:7]=[C:6]([N+:8]([O-])=O)[CH:5]=[CH:4][C:3]=1[CH2:11][CH2:12][CH2:13][C:14]#[N:15].C(O)(=O)C.